From a dataset of Full USPTO retrosynthesis dataset with 1.9M reactions from patents (1976-2016). Predict the reactants needed to synthesize the given product. Given the product [NH2:2][CH2:1][CH2:3][CH2:4][CH2:5][CH2:6][CH2:7][CH2:8][CH2:9][CH2:10][CH2:11][C:12]([OH:14])=[O:13], predict the reactants needed to synthesize it. The reactants are: [C:1]([CH2:3][CH2:4][CH2:5][CH2:6][CH2:7][CH2:8][CH2:9][CH2:10][CH2:11][C:12]([OH:14])=[O:13])#[N:2].N.[H][H].